Dataset: Reaction yield outcomes from USPTO patents with 853,638 reactions. Task: Predict the reaction yield, written as a fraction of the theoretical maximum amount of product (1.0 means a 100% yield; for example, 0.34 means a 34% yield). The reactants are C([O:3][C:4]([C:6]1[CH:7]([C:26]([F:29])([F:28])[F:27])[O:8][C:9]2[C:14]([CH:15]=1)=[CH:13][C:12]([Cl:16])=[CH:11][C:10]=2[C:17]#[C:18][C:19]1[CH:24]=[CH:23][CH:22]=[C:21]([F:25])[CH:20]=1)=[O:5])C.C1COCC1.CCO.O.O[Li].O.Cl. The catalyst is O. The product is [Cl:16][C:12]1[CH:13]=[C:14]2[C:9](=[C:10]([C:17]#[C:18][C:19]3[CH:24]=[CH:23][CH:22]=[C:21]([F:25])[CH:20]=3)[CH:11]=1)[O:8][CH:7]([C:26]([F:28])([F:29])[F:27])[C:6]([C:4]([OH:5])=[O:3])=[CH:15]2. The yield is 0.940.